Predict the product of the given reaction. From a dataset of Forward reaction prediction with 1.9M reactions from USPTO patents (1976-2016). (1) Given the reactants [Cl:1][C:2]1[N:3]=[C:4]([N:12]2[CH2:17][CH2:16][O:15][CH2:14][CH2:13]2)[C:5]2[S:10][C:9](I)=[CH:8][C:6]=2[N:7]=1.[NH2:18][C:19]1[CH:24]=[CH:23][C:22](B(O)O)=[CH:21][C:20]=1[O:28][CH3:29], predict the reaction product. The product is: [Cl:1][C:2]1[N:3]=[C:4]([N:12]2[CH2:17][CH2:16][O:15][CH2:14][CH2:13]2)[C:5]2[S:10][C:9]([C:22]3[CH:23]=[CH:24][C:19]([NH2:18])=[C:20]([O:28][CH3:29])[CH:21]=3)=[CH:8][C:6]=2[N:7]=1. (2) Given the reactants CC(OC(/N=N/C(OC(C)(C)C)=O)=O)(C)C.[Cl:17][C:18]1[CH:23]=[C:22]([N+:24]([O-:26])=[O:25])[CH:21]=[CH:20][C:19]=1[OH:27].C1(P(C2C=CC=CC=2)C2C=CC=CC=2)C=CC=CC=1.[CH3:47][N:48]1[C:52]([CH3:53])=[CH:51][C:50]([CH2:54]O)=[N:49]1, predict the reaction product. The product is: [Cl:17][C:18]1[CH:23]=[C:22]([N+:24]([O-:26])=[O:25])[CH:21]=[CH:20][C:19]=1[O:27][CH2:54][C:50]1[CH:51]=[C:52]([CH3:53])[N:48]([CH3:47])[N:49]=1. (3) The product is: [C:6]([C:5]1[CH:8]=[CH:9][C:2]([CH2:1][N:45]([CH3:46])[CH2:44][C:43]([O:42][C:38]([CH3:41])([CH3:40])[CH3:39])=[O:47])=[C:3]([Cl:10])[CH:4]=1)#[N:7]. Given the reactants [CH3:1][C:2]1[CH:9]=[CH:8][C:5]([C:6]#[N:7])=[CH:4][C:3]=1[Cl:10].BrN1C(=O)CCC1=O.C(OOC(=O)C1C=CC=CC=1)(=O)C1C=CC=CC=1.Cl.[C:38]([O:42][C:43](=[O:47])[CH2:44][NH:45][CH3:46])([CH3:41])([CH3:40])[CH3:39].C([O-])([O-])=O.[K+].[K+], predict the reaction product. (4) Given the reactants [F:1][C:2]1[C:8](F)=[CH:7][CH:6]=[C:5]([N+:10]([O-:12])=[O:11])[C:3]=1[NH2:4].[OH-].[K+].C(O)(=O)CC(CC(O)=O)(C(O)=O)[OH:18], predict the reaction product. The product is: [NH2:4][C:3]1[C:2]([F:1])=[C:8]([OH:18])[CH:7]=[CH:6][C:5]=1[N+:10]([O-:12])=[O:11]. (5) Given the reactants [S:1]1[CH:5]=[CH:4][CH:3]=[C:2]1[CH2:6][C:7]#[N:8].[OH-].[Na+].Br[CH2:12][CH2:13]Br, predict the reaction product. The product is: [S:1]1[CH:5]=[CH:4][CH:3]=[C:2]1[C:6]1([C:7]#[N:8])[CH2:13][CH2:12]1.